The task is: Regression/Classification. Given a drug SMILES string, predict its absorption, distribution, metabolism, or excretion properties. Task type varies by dataset: regression for continuous measurements (e.g., permeability, clearance, half-life) or binary classification for categorical outcomes (e.g., BBB penetration, CYP inhibition). Dataset: cyp2c9_veith.. This data is from CYP2C9 inhibition data for predicting drug metabolism from PubChem BioAssay. (1) The compound is Cc1ccc(C2CC2C(=O)NN)cc1. The result is 1 (inhibitor). (2) The drug is COc1ccc(C(=O)N2CCC[C@@]3(CCN(CC(C)C)C3)C2)cc1. The result is 0 (non-inhibitor). (3) The drug is Brc1ccc(CSc2nccn2-c2ccccc2)cc1. The result is 1 (inhibitor). (4) The compound is COc1ccc(C(=O)N2CCC3(CC2)CN(c2cccc(-c4ccccc4)c2)C3)cc1. The result is 0 (non-inhibitor). (5) The molecule is O=[N+]([O-])c1cc(C(F)(F)F)ccc1NCCCCNS(=O)(=O)c1ccc2ccccc2c1. The result is 1 (inhibitor). (6) The molecule is Cc1cnc(CNc2ncncc2-c2ccccc2Cl)cn1. The result is 0 (non-inhibitor). (7) The compound is c1cncc(-c2cncnc2NC2CCNCC2)c1. The result is 0 (non-inhibitor).